This data is from Catalyst prediction with 721,799 reactions and 888 catalyst types from USPTO. The task is: Predict which catalyst facilitates the given reaction. (1) Reactant: [CH3:1][O:2][C:3]1[CH:4]=[C:5](/[C:11](=[CH:14]/[C:15]2[S:16][C:17]([N:20]3[CH2:25][CH2:24][CH:23]([OH:26])[CH2:22][CH2:21]3)=[CH:18][CH:19]=2)/[C:12]#[N:13])[CH:6]=[CH:7][C:8]=1[O:9][CH3:10].N1C=CC=CC=1.[Br:33][CH2:34][C:35](Br)=[O:36].O. Product: [C:12](/[C:11](/[C:5]1[CH:6]=[CH:7][C:8]([O:9][CH3:10])=[C:3]([O:2][CH3:1])[CH:4]=1)=[CH:14]\[C:15]1[S:16][C:17]([N:20]2[CH2:21][CH2:22][CH:23]([O:26][C:35](=[O:36])[CH2:34][Br:33])[CH2:24][CH2:25]2)=[CH:18][CH:19]=1)#[N:13]. The catalyst class is: 22. (2) Reactant: [Cl:1][C:2]1[CH:3]=[C:4]([CH:9]2[CH:13]([C:14]3[CH:19]=[CH:18][N:17]=[CH:16][CH:15]=3)[N:12]([CH2:20][C:21]3[CH:22]=[N:23][CH:24]=[CH:25][CH:26]=3)[NH:11][C:10]2=[O:27])[CH:5]=[CH:6][C:7]=1[Cl:8].[Li+].[CH3:29][Si]([N-][Si](C)(C)C)(C)C.IC. Product: [Cl:1][C:2]1[CH:3]=[C:4]([C:9]2[C:10](=[O:27])[N:11]([CH3:29])[N:12]([CH2:20][C:21]3[CH:22]=[N:23][CH:24]=[CH:25][CH:26]=3)[C:13]=2[C:14]2[CH:15]=[CH:16][N:17]=[CH:18][CH:19]=2)[CH:5]=[CH:6][C:7]=1[Cl:8]. The catalyst class is: 1. (3) Reactant: [CH2:1](Br)[C:2]1[CH:7]=[CH:6][CH:5]=[CH:4][CH:3]=1.[OH:9][C:10]1[CH:11]=[C:12]([CH:15]=[CH:16][C:17]=1[OH:18])[CH:13]=[O:14].C(=O)([O-])[O-].[Cs+].[Cs+]. Product: [OH:9][C:10]1[CH:11]=[C:12]([CH:15]=[CH:16][C:17]=1[O:18][CH2:1][C:2]1[CH:7]=[CH:6][CH:5]=[CH:4][CH:3]=1)[CH:13]=[O:14]. The catalyst class is: 711. (4) Reactant: [CH3:1][O:2][C:3]([C@@H:5]1[CH2:9][C@H:8]([OH:10])[CH2:7][N:6]1[C:11]([O:13][C:14]([CH3:17])([CH3:16])[CH3:15])=[O:12])=[O:4].[H-].[Na+].[Cl:20][C:21]1[CH:28]=[CH:27][C:24]([CH2:25]Br)=[CH:23][CH:22]=1.C(OCC)(=O)C. Product: [CH3:1][O:2][C:3]([C@@H:5]1[CH2:9][C@H:8]([O:10][CH2:25][C:24]2[CH:27]=[CH:28][C:21]([Cl:20])=[CH:22][CH:23]=2)[CH2:7][N:6]1[C:11]([O:13][C:14]([CH3:17])([CH3:16])[CH3:15])=[O:12])=[O:4]. The catalyst class is: 454. (5) Reactant: [NH:1]1[C:11]2[C:6](=[CH:7][CH:8]=[CH:9][CH:10]=2)[C:4](=O)[C:2]1=[O:3].[OH-:12].[K+].[N:14]1([CH:20]2[CH2:25][CH2:24][N:23]([CH2:26][CH2:27][CH2:28][CH2:29][C:30]([C:32]3[CH:37]=[CH:36][CH:35]=[CH:34][CH:33]=3)=O)[CH2:22][CH2:21]2)[CH2:19][CH2:18][CH2:17][CH2:16][CH2:15]1. Product: [N:14]1([CH:20]2[CH2:25][CH2:24][N:23]([CH2:26][CH2:27][CH2:28][C:29]3[C:30]([C:32]4[CH:33]=[CH:34][CH:35]=[CH:36][CH:37]=4)=[N:1][C:11]4[C:6]([C:4]=3[C:2]([OH:12])=[O:3])=[CH:7][CH:8]=[CH:9][CH:10]=4)[CH2:22][CH2:21]2)[CH2:19][CH2:18][CH2:17][CH2:16][CH2:15]1. The catalyst class is: 14. (6) Reactant: C([O:8][C:9]1[C:18]2[C:13](=[CH:14][C:15]([O:20][CH:21]3[CH2:24][CH:23]([NH2:25])[CH2:22]3)=[C:16]([Cl:19])[CH:17]=2)[CH:12]=[CH:11][N:10]=1)C1C=CC=CC=1.Cl. Product: [NH2:25][CH:23]1[CH2:24][CH:21]([O:20][C:15]2[CH:14]=[C:13]3[C:18](=[CH:17][C:16]=2[Cl:19])[C:9](=[O:8])[NH:10][CH:11]=[CH:12]3)[CH2:22]1. The catalyst class is: 41.